Dataset: Experimentally validated miRNA-target interactions with 360,000+ pairs, plus equal number of negative samples. Task: Binary Classification. Given a miRNA mature sequence and a target amino acid sequence, predict their likelihood of interaction. (1) The miRNA is hsa-miR-4698 with sequence UCAAAAUGUAGAGGAAGACCCCA. The protein sequence of the target gene is MTILPKKKPPPPDADPANEPPPPGPLPPAPRRGAGVGVGGGGTGVGGGERDRDSGVVGARPRASPPPQGPLPGPPGALHRWALAVPPGAVAGPRPQQASPPPCGGPGGPGGGPGDALGATTAGVGAAGVVVGVGGTVGVGGCCSGPGHSKRRRQAPGVGAVGGASPEREEVGAGYNSEDEYEAAAARIEAMDPATVEQQEHWFEKALRDKKGFIIKQMKEDGACLFRAVADQVYGDQDMHEVVRKHCMDYLMKNADYFSNYVTEDFTTYINRKRKNNCHGNHIEMQAMAEMYNRPVEVYQ.... Result: 0 (no interaction). (2) The miRNA is hsa-miR-29b-3p with sequence UAGCACCAUUUGAAAUCAGUGUU. The protein sequence of the target gene is MGWVGGRRRDSASPPGRSRSAADDINPAPANMEGGGGSVAVAGLGARGSGAAAATVRELLQDGCYSDFLNEDFDVKTYTSQSIHQAVIAEQLAKLAQGISQLDRELHLQVVARHEDLLAQATGIESLEGVLQMMQTRIGALQGAVDRIKAKIVEPYNKIVARTAQLARLQVACDLLRRIIRILNLSKRLQGQLQGGSREITKAAQSLNELDYLSQGIDLSGIEVIENDLLFIARARLEVENQAKRLLEQGLETQNPTQVGTALQVFYNLGTLKDTITSVVDGYCATLEENINSALDIKVL.... Result: 0 (no interaction).